From a dataset of NCI-60 drug combinations with 297,098 pairs across 59 cell lines. Regression. Given two drug SMILES strings and cell line genomic features, predict the synergy score measuring deviation from expected non-interaction effect. (1) Drug 1: CCC1(CC2CC(C3=C(CCN(C2)C1)C4=CC=CC=C4N3)(C5=C(C=C6C(=C5)C78CCN9C7C(C=CC9)(C(C(C8N6C)(C(=O)OC)O)OC(=O)C)CC)OC)C(=O)OC)O.OS(=O)(=O)O. Drug 2: CN(CCCl)CCCl.Cl. Cell line: A498. Synergy scores: CSS=10.8, Synergy_ZIP=-1.22, Synergy_Bliss=0.787, Synergy_Loewe=1.27, Synergy_HSA=-0.227. (2) Drug 1: C1=NC2=C(N=C(N=C2N1C3C(C(C(O3)CO)O)O)F)N. Drug 2: C1=CN(C=N1)CC(O)(P(=O)(O)O)P(=O)(O)O. Cell line: UACC62. Synergy scores: CSS=3.83, Synergy_ZIP=-0.782, Synergy_Bliss=-0.867, Synergy_Loewe=0.0296, Synergy_HSA=-0.206. (3) Drug 1: CC1CCC2CC(C(=CC=CC=CC(CC(C(=O)C(C(C(=CC(C(=O)CC(OC(=O)C3CCCCN3C(=O)C(=O)C1(O2)O)C(C)CC4CCC(C(C4)OC)O)C)C)O)OC)C)C)C)OC. Drug 2: CN(C(=O)NC(C=O)C(C(C(CO)O)O)O)N=O. Cell line: LOX IMVI. Synergy scores: CSS=23.9, Synergy_ZIP=-7.07, Synergy_Bliss=0.391, Synergy_Loewe=-16.6, Synergy_HSA=1.90. (4) Cell line: HCC-2998. Synergy scores: CSS=62.3, Synergy_ZIP=4.33, Synergy_Bliss=6.86, Synergy_Loewe=-11.0, Synergy_HSA=5.91. Drug 1: CCC1=CC2CC(C3=C(CN(C2)C1)C4=CC=CC=C4N3)(C5=C(C=C6C(=C5)C78CCN9C7C(C=CC9)(C(C(C8N6C)(C(=O)OC)O)OC(=O)C)CC)OC)C(=O)OC.C(C(C(=O)O)O)(C(=O)O)O. Drug 2: CCN(CC)CCNC(=O)C1=C(NC(=C1C)C=C2C3=C(C=CC(=C3)F)NC2=O)C. (5) Drug 1: CN1CCC(CC1)COC2=C(C=C3C(=C2)N=CN=C3NC4=C(C=C(C=C4)Br)F)OC. Drug 2: CC1=C2C(C(=O)C3(C(CC4C(C3C(C(C2(C)C)(CC1OC(=O)C(C(C5=CC=CC=C5)NC(=O)OC(C)(C)C)O)O)OC(=O)C6=CC=CC=C6)(CO4)OC(=O)C)O)C)O. Cell line: K-562. Synergy scores: CSS=46.7, Synergy_ZIP=2.03, Synergy_Bliss=2.79, Synergy_Loewe=-12.4, Synergy_HSA=3.41. (6) Drug 1: C1CCC(CC1)NC(=O)N(CCCl)N=O. Drug 2: CC1C(C(CC(O1)OC2CC(CC3=C2C(=C4C(=C3O)C(=O)C5=C(C4=O)C(=CC=C5)OC)O)(C(=O)CO)O)N)O.Cl. Cell line: PC-3. Synergy scores: CSS=46.6, Synergy_ZIP=-3.12, Synergy_Bliss=-5.87, Synergy_Loewe=-6.37, Synergy_HSA=-2.07. (7) Drug 1: C1CC(C1)(C(=O)O)C(=O)O.[NH2-].[NH2-].[Pt+2]. Drug 2: C1=CN(C=N1)CC(O)(P(=O)(O)O)P(=O)(O)O. Cell line: UO-31. Synergy scores: CSS=-0.0165, Synergy_ZIP=0.0499, Synergy_Bliss=1.49, Synergy_Loewe=-0.467, Synergy_HSA=-0.0658. (8) Drug 1: CN(C)N=NC1=C(NC=N1)C(=O)N. Drug 2: CC1=C(N=C(N=C1N)C(CC(=O)N)NCC(C(=O)N)N)C(=O)NC(C(C2=CN=CN2)OC3C(C(C(C(O3)CO)O)O)OC4C(C(C(C(O4)CO)O)OC(=O)N)O)C(=O)NC(C)C(C(C)C(=O)NC(C(C)O)C(=O)NCCC5=NC(=CS5)C6=NC(=CS6)C(=O)NCCC[S+](C)C)O. Cell line: SK-MEL-28. Synergy scores: CSS=-5.39, Synergy_ZIP=1.37, Synergy_Bliss=-2.56, Synergy_Loewe=-5.63, Synergy_HSA=-4.74. (9) Drug 1: C1CN(P(=O)(OC1)NCCCl)CCCl. Drug 2: C(CCl)NC(=O)N(CCCl)N=O. Cell line: TK-10. Synergy scores: CSS=1.88, Synergy_ZIP=-2.38, Synergy_Bliss=-3.02, Synergy_Loewe=-3.29, Synergy_HSA=-2.17. (10) Drug 1: CC(CN1CC(=O)NC(=O)C1)N2CC(=O)NC(=O)C2. Drug 2: C(CC(=O)O)C(=O)CN.Cl. Cell line: CAKI-1. Synergy scores: CSS=37.7, Synergy_ZIP=-9.53, Synergy_Bliss=2.53, Synergy_Loewe=-1.40, Synergy_HSA=5.54.